This data is from NCI-60 drug combinations with 297,098 pairs across 59 cell lines. The task is: Regression. Given two drug SMILES strings and cell line genomic features, predict the synergy score measuring deviation from expected non-interaction effect. (1) Drug 1: CC1=C(C(CCC1)(C)C)C=CC(=CC=CC(=CC(=O)O)C)C. Drug 2: C1CCC(C(C1)N)N.C(=O)(C(=O)[O-])[O-].[Pt+4]. Cell line: OVCAR-8. Synergy scores: CSS=23.1, Synergy_ZIP=-5.23, Synergy_Bliss=2.62, Synergy_Loewe=-4.52, Synergy_HSA=2.43. (2) Drug 1: COC1=CC(=CC(=C1O)OC)C2C3C(COC3=O)C(C4=CC5=C(C=C24)OCO5)OC6C(C(C7C(O6)COC(O7)C8=CC=CS8)O)O. Drug 2: C1CN(CCN1C(=O)CCBr)C(=O)CCBr. Synergy scores: CSS=34.7, Synergy_ZIP=-8.54, Synergy_Bliss=-1.72, Synergy_Loewe=-13.7, Synergy_HSA=1.95. Cell line: UACC62. (3) Drug 1: CC1C(C(CC(O1)OC2CC(CC3=C2C(=C4C(=C3O)C(=O)C5=C(C4=O)C(=CC=C5)OC)O)(C(=O)CO)O)N)O.Cl. Drug 2: C1CCC(CC1)NC(=O)N(CCCl)N=O. Cell line: CCRF-CEM. Synergy scores: CSS=73.9, Synergy_ZIP=23.5, Synergy_Bliss=23.3, Synergy_Loewe=23.1, Synergy_HSA=25.2. (4) Drug 1: C1=CC(=CC=C1CC(C(=O)O)N)N(CCCl)CCCl.Cl. Drug 2: CC(C)NC(=O)C1=CC=C(C=C1)CNNC.Cl. Cell line: NCI-H460. Synergy scores: CSS=21.3, Synergy_ZIP=2.08, Synergy_Bliss=-0.601, Synergy_Loewe=-15.9, Synergy_HSA=-3.95. (5) Drug 1: C1=CC(=CC=C1CCC2=CNC3=C2C(=O)NC(=N3)N)C(=O)NC(CCC(=O)O)C(=O)O. Drug 2: C1=CC(=C2C(=C1NCCNCCO)C(=O)C3=C(C=CC(=C3C2=O)O)O)NCCNCCO. Cell line: MDA-MB-231. Synergy scores: CSS=39.1, Synergy_ZIP=0.994, Synergy_Bliss=2.24, Synergy_Loewe=2.46, Synergy_HSA=6.84.